Dataset: Full USPTO retrosynthesis dataset with 1.9M reactions from patents (1976-2016). Task: Predict the reactants needed to synthesize the given product. (1) Given the product [CH2:9]([C:11]1[S:45][C:14]2[N:15]([CH2:30][C:31]3[CH:36]=[CH:35][C:34]([C:37]4[CH:42]=[CH:41][CH:40]=[CH:39][C:38]=4[C:43]4[NH:46][C:4](=[O:7])[O:5][N:44]=4)=[CH:33][CH:32]=3)[C:16](=[O:29])[CH2:17][N:18]([CH2:21][C:22]3[CH:23]=[CH:24][C:25]([F:28])=[CH:26][CH:27]=3)[C:19](=[O:20])[C:13]=2[CH:12]=1)[CH3:10], predict the reactants needed to synthesize it. The reactants are: [Cl-].O[NH3+].[C:4](=[O:7])([O-])[OH:5].[Na+].[CH2:9]([C:11]1[S:45][C:14]2[N:15]([CH2:30][C:31]3[CH:36]=[CH:35][C:34]([C:37]4[C:38]([C:43]#[N:44])=[CH:39][CH:40]=[CH:41][CH:42]=4)=[CH:33][CH:32]=3)[C:16](=[O:29])[CH2:17][N:18]([CH2:21][C:22]3[CH:27]=[CH:26][C:25]([F:28])=[CH:24][CH:23]=3)[C:19](=[O:20])[C:13]=2[CH:12]=1)[CH3:10].[N:46]12CCCN=C1CCCCC2. (2) Given the product [C:31]([OH:36])(=[O:35])[C:32]([OH:34])=[O:33].[CH2:1]([S:8][C:9]1[N:18]=[C:17]2[N:11]([CH2:12][CH2:13][C:14]3[CH:30]=[CH:29][CH:28]=[CH:27][C:15]=3[CH:16]2[O:19][CH:20]2[CH2:25][CH2:24][N:23]([CH3:26])[CH2:22][CH2:21]2)[CH:10]=1)[C:2]1[CH:3]=[CH:4][CH:5]=[CH:6][CH:7]=1, predict the reactants needed to synthesize it. The reactants are: [CH2:1]([S:8][C:9]1[N:18]=[C:17]2[N:11]([CH2:12][CH2:13][C:14]3[CH:30]=[CH:29][CH:28]=[CH:27][C:15]=3[CH:16]2[O:19][CH:20]2[CH2:25][CH2:24][N:23]([CH3:26])[CH2:22][CH2:21]2)[CH:10]=1)[C:2]1[CH:7]=[CH:6][CH:5]=[CH:4][CH:3]=1.[C:31]([OH:36])(=[O:35])[C:32]([OH:34])=[O:33]. (3) Given the product [ClH:34].[Br:1][C:2]1[CH:27]=[CH:26][C:5]2[N:6]([C:18]3[CH:23]=[CH:22][C:21]([O:24][CH3:25])=[CH:20][CH:19]=3)[C:7]([S:9][CH2:10][C:11]3[CH:12]=[CH:13][C:14]([Br:17])=[CH:15][CH:16]=3)=[N:8][C:4]=2[CH:3]=1, predict the reactants needed to synthesize it. The reactants are: [Br:1][C:2]1[CH:27]=[CH:26][C:5]2[N:6]([C:18]3[CH:23]=[CH:22][C:21]([O:24][CH3:25])=[CH:20][CH:19]=3)[C:7]([S:9][CH2:10][C:11]3[CH:16]=[CH:15][C:14]([Br:17])=[CH:13][CH:12]=3)=[N:8][C:4]=2[CH:3]=1.C(OCC)(=O)C.[ClH:34]. (4) Given the product [Cl:21][C:22]1[CH:23]=[CH:24][C:25]([OH:31])=[C:26](/[C:28](=[N:17]/[NH:16][C:14](=[O:15])[C:13]2[CH:18]=[CH:19][CH:20]=[C:11]([S:8]([N:5]3[CH2:6][CH2:7][N:2]([CH3:1])[CH2:3][CH2:4]3)(=[O:10])=[O:9])[CH:12]=2)/[CH3:29])[CH:27]=1, predict the reactants needed to synthesize it. The reactants are: [CH3:1][N:2]1[CH2:7][CH2:6][N:5]([S:8]([C:11]2[CH:12]=[C:13]([CH:18]=[CH:19][CH:20]=2)[C:14]([NH:16][NH2:17])=[O:15])(=[O:10])=[O:9])[CH2:4][CH2:3]1.[Cl:21][C:22]1[CH:23]=[CH:24][C:25]([OH:31])=[C:26]([C:28](=O)[CH3:29])[CH:27]=1. (5) Given the product [CH:1]1[C:13]2[CH:12]([CH2:14][O:15][C:16]([N:18]3[CH2:19][CH2:20][C:21]([C:27]4[CH:32]=[CH:31][C:30]([Br:33])=[CH:29][CH:28]=4)([CH2:24][OH:25])[CH2:22][CH2:23]3)=[O:17])[C:11]3[C:6](=[CH:7][CH:8]=[CH:9][CH:10]=3)[C:5]=2[CH:4]=[CH:3][CH:2]=1, predict the reactants needed to synthesize it. The reactants are: [CH:1]1[C:13]2[CH:12]([CH2:14][O:15][C:16]([N:18]3[CH2:23][CH2:22][C:21]([C:27]4[CH:32]=[CH:31][C:30]([Br:33])=[CH:29][CH:28]=4)([C:24](O)=[O:25])[CH2:20][CH2:19]3)=[O:17])[C:11]3[C:6](=[CH:7][CH:8]=[CH:9][CH:10]=3)[C:5]=2[CH:4]=[CH:3][CH:2]=1. (6) Given the product [CH3:16][N:2]([C:1]1[CH:27]=[CH:28][CH:23]=[CH:24][CH:25]=1)[C:3]1[CH:4]=[CH:5][C:6](/[CH:9]=[CH:10]/[C:11]([O:13][CH2:14][CH3:15])=[O:12])=[CH:7][CH:8]=1, predict the reactants needed to synthesize it. The reactants are: [CH3:1][N:2]([CH3:16])[C:3]1[CH:8]=[CH:7][C:6](/[CH:9]=[CH:10]/[C:11]([O:13][CH2:14][CH3:15])=[O:12])=[CH:5][CH:4]=1.FC(F)(F)S(O[C:23]1[CH:28]=[CH:27]C=[CH:25][C:24]=1[Si](C)(C)C)(=O)=O.[F-].[K+].C1OCCOCCOCCOCCOCCOC1.